Dataset: Tyrosyl-DNA phosphodiesterase HTS with 341,365 compounds. Task: Binary Classification. Given a drug SMILES string, predict its activity (active/inactive) in a high-throughput screening assay against a specified biological target. (1) The compound is O=C(N1CCN(CC1)c1n2nc(cc2nc(c1)C)c1cc(OC)cc(OC)c1)c1occc1. The result is 0 (inactive). (2) The drug is S(=O)(=O)(N(CC(=O)Nc1ccc(NC(=O)C)cc1)c1cc(ccc1)C)C. The result is 0 (inactive).